From a dataset of Reaction yield outcomes from USPTO patents with 853,638 reactions. Predict the reaction yield, written as a fraction of the theoretical maximum amount of product (1.0 means a 100% yield; for example, 0.34 means a 34% yield). (1) The reactants are [CH3:1][C:2]([CH3:25])([CH3:24])[C:3]([N:5]1[C:13]2[C:8](=[CH:9][C:10]([C:14]([O:16]CC3C=CC=CC=3)=[O:15])=[CH:11][CH:12]=2)[CH:7]=[CH:6]1)=[O:4].[H][H]. The catalyst is C(O)C.[Pd]. The product is [CH3:1][C:2]([CH3:25])([CH3:24])[C:3]([N:5]1[C:13]2[C:8](=[CH:9][C:10]([C:14]([OH:16])=[O:15])=[CH:11][CH:12]=2)[CH:7]=[CH:6]1)=[O:4]. The yield is 0.860. (2) The reactants are [CH2:1]([NH2:8])[C:2]1[CH:7]=[CH:6][CH:5]=[CH:4][CH:3]=1.CCN(CC)CC.[Cl:16][CH2:17][CH2:18][CH2:19][S:20](Cl)(=[O:22])=[O:21]. The catalyst is C(Cl)Cl. The product is [CH2:1]([NH:8][S:20]([CH2:19][CH2:18][CH2:17][Cl:16])(=[O:22])=[O:21])[C:2]1[CH:7]=[CH:6][CH:5]=[CH:4][CH:3]=1. The yield is 0.870. (3) The reactants are [OH:1][C@H:2]1[CH2:22][N:5]2[C:6](=[O:21])[C@@H:7]([CH2:11][C:12]3[C:20]4[C:15](=[CH:16][CH:17]=[CH:18][CH:19]=4)[NH:14][CH:13]=3)[NH:8][C:9](=[O:10])[C@@H:4]2[CH2:3]1.N1C=CN=C1.[C:28]([Si:32](Cl)([C:39]1[CH:44]=[CH:43][CH:42]=[CH:41][CH:40]=1)[C:33]1[CH:38]=[CH:37][CH:36]=[CH:35][CH:34]=1)([CH3:31])([CH3:30])[CH3:29]. The catalyst is CN(C)C=O. The product is [Si:32]([O:1][C@H:2]1[CH2:22][N:5]2[C:6](=[O:21])[C@@H:7]([CH2:11][C:12]3[C:20]4[C:15](=[CH:16][CH:17]=[CH:18][CH:19]=4)[NH:14][CH:13]=3)[NH:8][C:9](=[O:10])[C@@H:4]2[CH2:3]1)([C:28]([CH3:31])([CH3:30])[CH3:29])([C:39]1[CH:40]=[CH:41][CH:42]=[CH:43][CH:44]=1)[C:33]1[CH:38]=[CH:37][CH:36]=[CH:35][CH:34]=1. The yield is 0.990. (4) The reactants are [CH3:1][N:2]([CH3:27])[C:3]([C:5]1[CH:18]=[C:17]([O:19]CC2C=CC=CC=2)[C:8]2[N:9]=[C:10]([C:13]([F:16])([F:15])[F:14])[N:11]([CH3:12])[C:7]=2[CH:6]=1)=[O:4].C(O)(=O)C. The catalyst is C(O)C.O1CCCC1.[Pd]. The product is [CH3:1][N:2]([CH3:27])[C:3]([C:5]1[CH:18]=[C:17]([OH:19])[C:8]2[N:9]=[C:10]([C:13]([F:16])([F:14])[F:15])[N:11]([CH3:12])[C:7]=2[CH:6]=1)=[O:4]. The yield is 1.00. (5) The reactants are [Br:1][C:2]1[CH:3]=[CH:4][C:5]([NH:8][C:9]([NH:11][C:12]2[CH:21]=[N:20][CH:19]=[CH:18][C:13]=2[C:14]([O:16]C)=O)=[O:10])=[N:6][CH:7]=1.[C:22](=O)([O-])[O-].[K+].[K+].COS(C1C=CC(C)=CC=1)(=O)=O. The catalyst is CN(C=O)C.O. The product is [Br:1][C:2]1[CH:3]=[CH:4][C:5]([N:8]2[C:14](=[O:16])[C:13]3[CH:18]=[CH:19][N:20]=[CH:21][C:12]=3[N:11]([CH3:22])[C:9]2=[O:10])=[N:6][CH:7]=1. The yield is 0.880. (6) The reactants are [Cl:1][C:2]1[C:3]([I:11])=[C:4](F)[C:5]([C:8]#[N:9])=[N:6][CH:7]=1.[NH2:12][CH:13]([CH2:16][CH3:17])[CH2:14][CH3:15]. No catalyst specified. The product is [Cl:1][C:2]1[C:3]([I:11])=[C:4]([NH:12][CH:13]([CH2:16][CH3:17])[CH2:14][CH3:15])[C:5]([C:8]#[N:9])=[N:6][CH:7]=1. The yield is 1.00. (7) The reactants are CC1(C)C(C)(C)OB([C:9]2[NH:17][C:16]3[CH2:15][CH2:14][NH:13][C:12](=[O:18])[C:11]=3[CH:10]=2)O1.[C:20]([NH:24][C:25]1[N:30]=[C:29]2[C:31](Cl)=[N:32][CH:33]=[CH:34][C:28]2=[N:27][C:26]=1[CH3:36])([CH3:23])([CH3:22])[CH3:21].O.CC(C1C=C(C(C)C)C(C2C=CC=CC=2P(C2CCCCC2)C2CCCCC2)=C(C(C)C)C=1)C. The catalyst is O1CCOCC1.C(Cl)(Cl)Cl.CC(O)C.C1C=CC(/C=C/C(/C=C/C2C=CC=CC=2)=O)=CC=1.C1C=CC(/C=C/C(/C=C/C2C=CC=CC=2)=O)=CC=1.C1C=CC(/C=C/C(/C=C/C2C=CC=CC=2)=O)=CC=1.[Pd].[Pd]. The product is [C:20]([NH:24][C:25]1[N:30]=[C:29]2[C:31]([C:9]3[NH:17][C:16]4[CH2:15][CH2:14][NH:13][C:12](=[O:18])[C:11]=4[CH:10]=3)=[N:32][CH:33]=[CH:34][C:28]2=[N:27][C:26]=1[CH3:36])([CH3:23])([CH3:22])[CH3:21]. The yield is 0.240. (8) The reactants are [Si:1]([O:8][CH2:9][CH2:10][C:11](N(OC)C)=[O:12])([C:4]([CH3:7])([CH3:6])[CH3:5])([CH3:3])[CH3:2].[C:17]([Mg]Br)#[CH:18]. The catalyst is C1COCC1. The product is [Si:1]([O:8][CH2:9][CH2:10][C:11](=[O:12])[C:17]#[CH:18])([C:4]([CH3:5])([CH3:6])[CH3:7])([CH3:2])[CH3:3]. The yield is 0.533.